From a dataset of Catalyst prediction with 721,799 reactions and 888 catalyst types from USPTO. Predict which catalyst facilitates the given reaction. (1) Reactant: Br[CH:2]([C:6]1[CH:11]=[CH:10][CH:9]=[CH:8][CH:7]=1)[C:3]([OH:5])=[O:4].[Cl:12][C:13]1[CH:18]=[CH:17][C:16]([NH2:19])=[CH:15][CH:14]=1. Product: [Cl:12][C:13]1[CH:18]=[CH:17][C:16]([NH:19][CH:2]([C:6]2[CH:11]=[CH:10][CH:9]=[CH:8][CH:7]=2)[C:3]([OH:5])=[O:4])=[CH:15][CH:14]=1. The catalyst class is: 10. (2) The catalyst class is: 4. Product: [N:42]1([CH2:41][CH2:40][CH2:39][CH:36]2[CH2:37][CH2:38][N:33]([C:31]([C@H:5]3[CH2:10][NH:9][CH2:8][CH2:7][NH:6]3)=[O:32])[CH2:34][CH2:35]2)[CH:46]=[CH:45][N:44]=[CH:43]1. Reactant: CC([C@:5]1([C:31]([N:33]2[CH2:38][CH2:37][CH:36]([CH2:39][CH2:40][CH2:41][N:42]3[CH:46]=[CH:45][N:44]=[CH:43]3)[CH2:35][CH2:34]2)=[O:32])[CH2:10][N:9](C2C3=NC=C(Br)C=C3CCC3C=C(Cl)C=CC2=3)[CH2:8][CH2:7][N:6]1C([O-])=O)(C)C. (3) Reactant: [NH2:1][CH:2]([CH2:15][C:16]1[CH:21]=[CH:20][C:19]([F:22])=[CH:18][CH:17]=1)[CH:3]([C:5]1[CH:10]=[CH:9][C:8]([C:11]([F:14])([F:13])[F:12])=[CH:7][CH:6]=1)[OH:4].[C:23]1([CH2:29][CH2:30][CH2:31][C:32](O)=[O:33])[CH:28]=[CH:27][CH:26]=[CH:25][CH:24]=1.Cl.C(N=C=NCCCN(C)C)C.ON1C2C=CC=CC=2N=N1. Product: [F:22][C:19]1[CH:18]=[CH:17][C:16]([CH2:15][CH:2]([NH:1][C:32](=[O:33])[CH2:31][CH2:30][CH2:29][C:23]2[CH:28]=[CH:27][CH:26]=[CH:25][CH:24]=2)[CH:3]([OH:4])[C:5]2[CH:10]=[CH:9][C:8]([C:11]([F:12])([F:13])[F:14])=[CH:7][CH:6]=2)=[CH:21][CH:20]=1. The catalyst class is: 47.